This data is from Catalyst prediction with 721,799 reactions and 888 catalyst types from USPTO. The task is: Predict which catalyst facilitates the given reaction. (1) Reactant: Cl.[C:2]([CH:10]1[O:15][CH2:14][CH2:13][NH:12][CH2:11]1)(=[O:9])[C:3]1[CH:8]=[CH:7][CH:6]=[CH:5][CH:4]=1.Cl[C:17]1[N:22]([CH3:23])[C:21](=[O:24])[CH:20]=[C:19]([C:25]2[CH:30]=[CH:29][N:28]=[CH:27][CH:26]=2)[N:18]=1.C(N(CC)CC)C. Product: [C:2]([CH:10]1[O:15][CH2:14][CH2:13][N:12]([C:17]2[N:22]([CH3:23])[C:21](=[O:24])[CH:20]=[C:19]([C:25]3[CH:26]=[CH:27][N:28]=[CH:29][CH:30]=3)[N:18]=2)[CH2:11]1)(=[O:9])[C:3]1[CH:4]=[CH:5][CH:6]=[CH:7][CH:8]=1. The catalyst class is: 7. (2) Reactant: [C:1]([C:4]1[CH:5]([C:18]2[CH:23]=[CH:22][C:21]([C:24]#[N:25])=[CH:20][C:19]=2[O:26][CH3:27])[C:6]([C:13]([O:15]CC)=O)=[C:7]([CH:11]=O)[NH:8][C:9]=1[CH3:10])(=[O:3])[CH3:2].O.[NH2:29][NH2:30]. Product: [C:1]([C:4]1[CH:5]([C:18]2[CH:23]=[CH:22][C:21]([C:24]#[N:25])=[CH:20][C:19]=2[O:26][CH3:27])[C:6]2[C:13](=[O:15])[NH:30][N:29]=[CH:11][C:7]=2[NH:8][C:9]=1[CH3:10])(=[O:3])[CH3:2]. The catalyst class is: 212.